This data is from Forward reaction prediction with 1.9M reactions from USPTO patents (1976-2016). The task is: Predict the product of the given reaction. (1) Given the reactants ClC1C=C(OC)C(NS(C2SC(C)=NC=2C)(=O)=O)=NC=1.[F:21][C:22]([F:34])([F:33])[C:23]1[N:28]=[CH:27][C:26]([S:29](Cl)(=[O:31])=[O:30])=[CH:25][CH:24]=1.CC1N=C(C)SC=1S(Cl)(=O)=O.[Br:46][C:47]1[CH:48]=[C:49]([O:54]C)[C:50]([NH2:53])=[N:51][CH:52]=1.ClC1C=C(OC)C(N)=NC=1, predict the reaction product. The product is: [Br:46][C:47]1[CH:48]=[C:49]([OH:54])[C:50]([NH:53][S:29]([C:26]2[CH:27]=[N:28][C:23]([C:22]([F:34])([F:33])[F:21])=[CH:24][CH:25]=2)(=[O:31])=[O:30])=[N:51][CH:52]=1. (2) Given the reactants [C:1]1([C:7]2[NH:11][CH:10]=[C:9]([CH:12]=[O:13])[CH:8]=2)[CH:6]=[CH:5][CH:4]=[CH:3][CH:2]=1.[H-].[Na+].C1OCCOCCOCCOCCOC1.[Cl:31][C:32]1[N:37]=[CH:36][C:35]([S:38](Cl)(=[O:40])=[O:39])=[CH:34][C:33]=1[CH3:42], predict the reaction product. The product is: [Cl:31][C:32]1[N:37]=[CH:36][C:35]([S:38]([N:11]2[C:7]([C:1]3[CH:6]=[CH:5][CH:4]=[CH:3][CH:2]=3)=[CH:8][C:9]([CH:12]=[O:13])=[CH:10]2)(=[O:40])=[O:39])=[CH:34][C:33]=1[CH3:42]. (3) Given the reactants Cl[C:2]1[N:7]=[CH:6][C:5]2[CH:8]=[N:9][N:10]([C:11]([C:24]3[CH:29]=[CH:28][CH:27]=[CH:26][CH:25]=3)([C:18]3[CH:23]=[CH:22][CH:21]=[CH:20][CH:19]=3)[C:12]3[CH:17]=[CH:16][CH:15]=[CH:14][CH:13]=3)[C:4]=2[CH:3]=1.C1(P(C2CCCCC2)C2C=CC=CC=2C2C=CC=CC=2)CCCCC1.C[Si]([N-:59][Si](C)(C)C)(C)C.[Li+], predict the reaction product. The product is: [C:11]([N:10]1[C:4]2[CH:3]=[C:2]([NH2:59])[N:7]=[CH:6][C:5]=2[CH:8]=[N:9]1)([C:12]1[CH:17]=[CH:16][CH:15]=[CH:14][CH:13]=1)([C:18]1[CH:23]=[CH:22][CH:21]=[CH:20][CH:19]=1)[C:24]1[CH:25]=[CH:26][CH:27]=[CH:28][CH:29]=1. (4) Given the reactants [CH2:1]([O:3][C:4]([C:6]1[NH:14][C:13]2[C:8](=[N:9][C:10]([CH3:15])=[CH:11][CH:12]=2)[CH:7]=1)=[O:5])[CH3:2].Br[N:17]1C(=O)[CH2:20][CH2:19][C:18]1=O.[C:24]([O:27][CH2:28][CH3:29])(=O)C, predict the reaction product. The product is: [CH2:1]([O:3][C:4]([C:6]1[NH:14][C:13]2[C:8](=[N:9][C:10]([CH3:15])=[CH:11][CH:12]=2)[C:7]=1[C:29]1[C:28]([O:27][CH3:24])=[N:17][CH:18]=[CH:19][CH:20]=1)=[O:5])[CH3:2]. (5) Given the reactants [NH:1]1[CH:5]=[C:4]([C:6]([OH:8])=O)[CH:3]=[N:2]1.Cl.[O:10]([CH2:17][CH2:18][C@@H:19]1[CH2:24][CH2:23][C@H:22]([CH2:25][NH2:26])[CH2:21][CH2:20]1)[C:11]1[CH:16]=[CH:15][CH:14]=[CH:13][CH:12]=1, predict the reaction product. The product is: [O:10]([CH2:17][CH2:18][C@@H:19]1[CH2:24][CH2:23][C@H:22]([CH2:25][NH:26][C:6]([C:4]2[CH:3]=[N:2][NH:1][CH:5]=2)=[O:8])[CH2:21][CH2:20]1)[C:11]1[CH:16]=[CH:15][CH:14]=[CH:13][CH:12]=1. (6) Given the reactants Cl[C:2]1[CH:7]=[N:6][CH:5]=[CH:4][N:3]=1.CC([CH2:12][N:13]([CH2:17][CH2:18][N:19]1[CH:23]=[C:22]([C:24]2[CH:25]=[C:26]3[C:31](=[CH:32][CH:33]=2)[N:30]([C:34](=[O:36])[CH3:35])[C@@H:29]([CH3:37])[CH2:28][C@H:27]3[NH2:38])[CH:21]=[N:20]1)[C:14](=[O:16])[O-:15])(C)C.C1(P(C2CCCCC2)[C:46]2C=CC=[CH:48][C:47]=2[C:52]2C(N(C)C)=CC=CC=2)CCCCC1.CC(C)([O-])C.[Na+], predict the reaction product. The product is: [C:34]([N:30]1[C:31]2[C:26](=[CH:25][C:24]([C:22]3[CH:21]=[N:20][N:19]([CH2:18][CH2:17][N:13]([CH3:12])[C:14](=[O:16])[O:15][C:47]([CH3:52])([CH3:48])[CH3:46])[CH:23]=3)=[CH:33][CH:32]=2)[C@H:27]([NH:38][C:2]2[CH:7]=[N:6][CH:5]=[CH:4][N:3]=2)[CH2:28][C@@H:29]1[CH3:37])(=[O:36])[CH3:35]. (7) Given the reactants [CH3:1][N:2]([CH:25]1[CH2:30][CH2:29][N:28](C)[CH2:27][CH2:26]1)[C:3]([N:5]1[CH:9]([C:10]2[CH:15]=[CH:14][CH:13]=[CH:12][CH:11]=2)[CH:8]2[CH2:16][O:17][C:18]3[CH:19]=[CH:20][C:21]([F:24])=[CH:22][C:23]=3[C:7]2=[N:6]1)=[O:4].C(N1CCC(NC)CC1)(OC(C)(C)C)=O, predict the reaction product. The product is: [CH3:1][N:2]([CH:25]1[CH2:30][CH2:29][NH:28][CH2:27][CH2:26]1)[C:3]([N:5]1[CH:9]([C:10]2[CH:11]=[CH:12][CH:13]=[CH:14][CH:15]=2)[CH:8]2[CH2:16][O:17][C:18]3[CH:19]=[CH:20][C:21]([F:24])=[CH:22][C:23]=3[C:7]2=[N:6]1)=[O:4].